This data is from TCR-epitope binding with 47,182 pairs between 192 epitopes and 23,139 TCRs. The task is: Binary Classification. Given a T-cell receptor sequence (or CDR3 region) and an epitope sequence, predict whether binding occurs between them. (1) The TCR CDR3 sequence is CSVEEQNTGELFF. Result: 1 (the TCR binds to the epitope). The epitope is YLQPRTFLL. (2) The epitope is LEPLVDLPI. The TCR CDR3 sequence is CASSVSTEAFF. Result: 0 (the TCR does not bind to the epitope). (3) The epitope is TFYLTNDVSFL. The TCR CDR3 sequence is CASSQGFGGGETQYF. Result: 0 (the TCR does not bind to the epitope). (4) The epitope is RQLLFVVEV. The TCR CDR3 sequence is CASSPAGVASGQAYEQYF. Result: 1 (the TCR binds to the epitope).